This data is from Forward reaction prediction with 1.9M reactions from USPTO patents (1976-2016). The task is: Predict the product of the given reaction. Given the reactants [CH3:1][C:2]1[C:7]([CH2:8][O:9][C:10]2[CH:11]=[CH:12][CH:13]=[C:14]3[C:19]=2[N:18]=[C:17]([CH3:20])[CH:16]=[CH:15]3)=[C:6]([CH3:21])[CH:5]=[CH:4][C:3]=1[N:22]1[CH2:26][CH2:25][CH2:24][C@@H:23]1[C:27](O)=[O:28].C(N(CC)CC)C.ClC(OCC(C)C)=O.[BH4-].[Na+], predict the reaction product. The product is: [CH3:1][C:2]1[C:7]([CH2:8][O:9][C:10]2[CH:11]=[CH:12][CH:13]=[C:14]3[C:19]=2[N:18]=[C:17]([CH3:20])[CH:16]=[CH:15]3)=[C:6]([CH3:21])[CH:5]=[CH:4][C:3]=1[N:22]1[CH2:26][CH2:25][CH2:24][C@@H:23]1[CH2:27][OH:28].